From a dataset of Experimentally validated miRNA-target interactions with 360,000+ pairs, plus equal number of negative samples. Binary Classification. Given a miRNA mature sequence and a target amino acid sequence, predict their likelihood of interaction. The miRNA is hsa-miR-204-5p with sequence UUCCCUUUGUCAUCCUAUGCCU. The protein sequence of the target gene is MSLLSAIDTSAASVYQPAQLLNWVYLSLQDTHQASAFDAFRPEPTAGAAPPELAFGKGRPEQLGSPLHSSYLNSFFQLQRGEALSNSVYKGASPYGSLNNIADGLSSLTEHFSDLTLTSEARKPSKRPPPNYLCHLCFNKGHYIKDCPQARPKGEGLTPYQGKKRCFGEYKCPKCKRKWMSGNSWANMGQECIKCHINVYPHKQRPLEKPDGLDVSDQSKEHPQHLCEKCKVLGYYCRRVQ. Result: 1 (interaction).